Dataset: Peptide-MHC class I binding affinity with 185,985 pairs from IEDB/IMGT. Task: Regression. Given a peptide amino acid sequence and an MHC pseudo amino acid sequence, predict their binding affinity value. This is MHC class I binding data. (1) The MHC is HLA-A31:01 with pseudo-sequence HLA-A31:01. The binding affinity (normalized) is 0.354. The peptide sequence is CFPSTQRDYY. (2) The peptide sequence is GTDSGFAAY. The MHC is SLA-10401 with pseudo-sequence SLA-10401. The binding affinity (normalized) is 0.936. (3) The peptide sequence is SLYNTIATL. The MHC is HLA-A02:06 with pseudo-sequence HLA-A02:06. The binding affinity (normalized) is 0.203. (4) The MHC is HLA-B54:01 with pseudo-sequence HLA-B54:01. The peptide sequence is HPEIVIYQY. The binding affinity (normalized) is 0. (5) The peptide sequence is VTDSQYALGI. The MHC is HLA-A26:01 with pseudo-sequence HLA-A26:01. The binding affinity (normalized) is 0.231.